From a dataset of Reaction yield outcomes from USPTO patents with 853,638 reactions. Predict the reaction yield, written as a fraction of the theoretical maximum amount of product (1.0 means a 100% yield; for example, 0.34 means a 34% yield). (1) The reactants are [CH3:1][O:2][C:3]1[CH:4]=[C:5]([CH:8]=[CH:9][C:10]=1[O:11][CH2:12][C:13]1[N:14]=[C:15]([N:19]2[CH2:24][CH2:23][O:22][CH2:21][CH2:20]2)[S:16][C:17]=1[CH3:18])[CH:6]=[O:7].C(O)C.[BH4-].[Na+].O. The catalyst is O1CCCC1. The product is [CH3:1][O:2][C:3]1[CH:4]=[C:5]([CH2:6][OH:7])[CH:8]=[CH:9][C:10]=1[O:11][CH2:12][C:13]1[N:14]=[C:15]([N:19]2[CH2:24][CH2:23][O:22][CH2:21][CH2:20]2)[S:16][C:17]=1[CH3:18]. The yield is 0.890. (2) The reactants are [CH2:1]([N:3]1[CH2:8][CH2:7][N:6]([C:9]([C@:11]23[CH2:37][CH2:36][C@@H:35]([C:38]4([CH3:41])[CH2:40][CH2:39]4)[C@@H:12]2[C@@H:13]2[C@@:26]([CH3:29])([CH2:27][CH2:28]3)[C@@:25]3([CH3:30])[C@@H:16]([C@:17]4([CH3:34])[C@@H:22]([CH2:23][CH2:24]3)[C:21]([CH3:32])([CH3:31])[C@@H:20]([OH:33])[CH2:19][CH2:18]4)[CH2:15][CH2:14]2)=[O:10])[CH2:5][CH2:4]1)[CH3:2].[CH3:42][C:43]1([CH3:51])[CH2:49][C:48](=[O:50])[O:47][C:45](=[O:46])[CH2:44]1. The yield is 0.560. The product is [CH2:1]([N:3]1[CH2:4][CH2:5][N:6]([C:9]([C@:11]23[CH2:37][CH2:36][C@@H:35]([C:38]4([CH3:41])[CH2:39][CH2:40]4)[C@@H:12]2[C@@H:13]2[C@@:26]([CH3:29])([CH2:27][CH2:28]3)[C@@:25]3([CH3:30])[C@@H:16]([C@:17]4([CH3:34])[C@@H:22]([CH2:23][CH2:24]3)[C:21]([CH3:31])([CH3:32])[C@@H:20]([O:33][C:48](=[O:50])[CH2:49][C:43]([CH3:51])([CH3:42])[CH2:44][C:45]([OH:47])=[O:46])[CH2:19][CH2:18]4)[CH2:15][CH2:14]2)=[O:10])[CH2:7][CH2:8]1)[CH3:2]. The catalyst is C1(C)C=CC=CC=1.CN(C1C=CN=CC=1)C. (3) The reactants are Cl.[Cl:2][C:3]1[CH:4]=[C:5]([C:10]2([C:23]([F:26])([F:25])[F:24])[O:14][N:13]=[C:12]([C:15]3[CH:16]=[C:17]([CH:20]=[CH:21][CH:22]=3)[CH2:18][NH2:19])[CH2:11]2)[CH:6]=[C:7]([Cl:9])[CH:8]=1.C(N(CC)CC)C.[C:34](Cl)(=[O:36])[CH3:35]. The catalyst is C(Cl)Cl. The product is [Cl:2][C:3]1[CH:4]=[C:5]([C:10]2([C:23]([F:24])([F:26])[F:25])[O:14][N:13]=[C:12]([C:15]3[CH:16]=[C:17]([CH:20]=[CH:21][CH:22]=3)[CH2:18][NH:19][C:34](=[O:36])[CH3:35])[CH2:11]2)[CH:6]=[C:7]([Cl:9])[CH:8]=1. The yield is 0.140. (4) The reactants are [C:1]([O:5][C:6](=[O:34])[NH:7][C:8]([C:10]1[S:11][C:12]([S:32][CH3:33])=[C:13]([S:15]([C:18]2[CH:19]=[C:20]([C:24]3[C:29]([CH3:30])=[CH:28][CH:27]=[CH:26][C:25]=3[NH2:31])[CH:21]=[CH:22][CH:23]=2)(=[O:17])=[O:16])[CH:14]=1)=[NH:9])([CH3:4])([CH3:3])[CH3:2].N1C=CC=CC=1.Cl[C:42](OC1C=CC([N+]([O-])=O)=CC=1)=[O:43].[CH2:54]([NH2:57])[CH2:55][NH2:56].C(N(CC)CC)C. The catalyst is C(Cl)Cl. The product is [C:1]([O:5][C:6](=[O:34])[NH:7][C:8]([C:10]1[S:11][C:12]([S:32][CH3:33])=[C:13]([S:15]([C:18]2[CH:19]=[C:20]([C:24]3[C:29]([CH3:30])=[CH:28][CH:27]=[CH:26][C:25]=3[NH:31][C:42]([NH:56][CH2:55][CH2:54][NH2:57])=[O:43])[CH:21]=[CH:22][CH:23]=2)(=[O:17])=[O:16])[CH:14]=1)=[NH:9])([CH3:4])([CH3:3])[CH3:2]. The yield is 0.820.